Dataset: Forward reaction prediction with 1.9M reactions from USPTO patents (1976-2016). Task: Predict the product of the given reaction. (1) Given the reactants [N:1]([C:4]1[C:9]([F:10])=[CH:8][N:7]=[CH:6][C:5]=1[CH:11]=O)=[N+:2]=[N-:3].[NH2:13][C:14]1[C:21]([Cl:22])=[CH:20][C:19]([Br:23])=[CH:18][C:15]=1[C:16]#[N:17].C(N(CC)CC)C, predict the reaction product. The product is: [N:1]([C:4]1[C:9]([F:10])=[CH:8][N:7]=[CH:6][C:5]=1/[CH:11]=[N:13]/[C:14]1[C:21]([Cl:22])=[CH:20][C:19]([Br:23])=[CH:18][C:15]=1[C:16]#[N:17])=[N+:2]=[N-:3]. (2) Given the reactants [NH:1]1[CH2:5][CH2:4][CH2:3][CH2:2]1.[CH3:6][N:7]1[C:11]([C:12](=[O:29])[NH:13][C:14]2[CH:15]=[CH:16][C:17]3[N:18]([N:20]=[C:21]([C:23]4[CH:24]=[N:25][CH:26]=[CH:27][CH:28]=4)[N:22]=3)[CH:19]=2)=[C:10]([C:30](O)=[O:31])[CH:9]=[N:8]1, predict the reaction product. The product is: [CH3:6][N:7]1[C:11]([C:12]([NH:13][C:14]2[CH:15]=[CH:16][C:17]3[N:18]([N:20]=[C:21]([C:23]4[CH:24]=[N:25][CH:26]=[CH:27][CH:28]=4)[N:22]=3)[CH:19]=2)=[O:29])=[C:10]([C:30]([N:1]2[CH2:5][CH2:4][CH2:3][CH2:2]2)=[O:31])[CH:9]=[N:8]1.